Dataset: Forward reaction prediction with 1.9M reactions from USPTO patents (1976-2016). Task: Predict the product of the given reaction. (1) Given the reactants C([O:5][C:6](=[O:33])[C:7]([S:10][C:11]1[S:12][CH:13]=[C:14]([CH2:16][CH2:17][N:18]([C:26]2[N:31]=[CH:30][C:29](Br)=[CH:28][N:27]=2)[CH2:19][CH2:20][CH2:21][CH2:22][CH2:23][CH2:24][CH3:25])[N:15]=1)([CH3:9])[CH3:8])(C)(C)C.[NH:34]1[CH2:38][CH2:37][CH2:36][CH2:35]1.[F:39][C:40]([F:45])([F:44])[C:41]([OH:43])=[O:42], predict the reaction product. The product is: [F:39][C:40]([F:45])([F:44])[C:41]([OH:43])=[O:42].[CH2:19]([N:18]([C:26]1[N:31]=[CH:30][C:29]([N:34]2[CH2:38][CH2:37][CH2:36][CH2:35]2)=[CH:28][N:27]=1)[CH2:17][CH2:16][C:14]1[N:15]=[C:11]([S:10][C:7]([CH3:8])([CH3:9])[C:6]([OH:5])=[O:33])[S:12][CH:13]=1)[CH2:20][CH2:21][CH2:22][CH2:23][CH2:24][CH3:25]. (2) Given the reactants [NH:1]1[C:9]2[C:4](=[CH:5][CH:6]=[CH:7][CH:8]=2)[CH:3]=[CH:2]1.Cl[C:11]1[N:16]=[CH:15][N:14]=[C:13](Cl)[CH:12]=1, predict the reaction product. The product is: [N:14]1[CH:13]=[CH:12][CH:11]=[N:16][CH:15]=1.[NH:1]1[C:9]2[C:4](=[CH:5][CH:6]=[CH:7][CH:8]=2)[CH:3]=[CH:2]1.